This data is from Catalyst prediction with 721,799 reactions and 888 catalyst types from USPTO. The task is: Predict which catalyst facilitates the given reaction. (1) Reactant: [NH2:1][C:2]1[CH:7]=[CH:6][C:5]([Cl:8])=[CH:4][C:3]=1/[CH:9]=[CH:10]/[C:11]1[CH:20]=[CH:19][C:14]([C:15]([O:17][CH3:18])=[O:16])=[CH:13][CH:12]=1.[Cl:21][C:22]1[CH:27]=[CH:26][C:25]([S:28](Cl)(=[O:30])=[O:29])=[CH:24][CH:23]=1.Cl. Product: [Cl:21][C:22]1[CH:27]=[CH:26][C:25]([S:28]([NH:1][C:2]2[CH:7]=[CH:6][C:5]([Cl:8])=[CH:4][C:3]=2/[CH:9]=[CH:10]/[C:11]2[CH:12]=[CH:13][C:14]([C:15]([O:17][CH3:18])=[O:16])=[CH:19][CH:20]=2)(=[O:30])=[O:29])=[CH:24][CH:23]=1. The catalyst class is: 202. (2) Reactant: [Br:1][C:2]1[CH:18]=[CH:17][C:5]([O:6][Si:7]([CH:14]([CH3:16])[CH3:15])([CH:11]([CH3:13])[CH3:12])[CH:8]([CH3:10])[CH3:9])=[C:4]([Cl:19])[C:3]=1I.[C:21]([Cu])#[N:22]. Product: [Br:1][C:2]1[C:3]([C:21]#[N:22])=[C:4]([Cl:19])[C:5]([O:6][Si:7]([CH:14]([CH3:16])[CH3:15])([CH:11]([CH3:13])[CH3:12])[CH:8]([CH3:10])[CH3:9])=[CH:17][CH:18]=1. The catalyst class is: 163.